Dataset: Forward reaction prediction with 1.9M reactions from USPTO patents (1976-2016). Task: Predict the product of the given reaction. (1) Given the reactants [C:1]([O:5][C:6]([N:8]1[CH2:13][CH2:12][CH:11]([C:14]([NH:16][C:17]2[CH:32]=[CH:31][C:30](I)=[CH:29][C:18]=2[C:19]([NH:21][C:22]2[CH:27]=[CH:26][C:25]([Cl:28])=[CH:24][N:23]=2)=[O:20])=[O:15])[CH2:10][CH2:9]1)=[O:7])([CH3:4])([CH3:3])[CH3:2].C(N(CC)CC)C.[C:41]([O:45][CH3:46])(=[O:44])[CH:42]=[CH2:43], predict the reaction product. The product is: [C:1]([O:5][C:6]([N:8]1[CH2:13][CH2:12][CH:11]([C:14]([NH:16][C:17]2[CH:32]=[CH:31][C:30](/[CH:43]=[CH:42]/[C:41]([O:45][CH3:46])=[O:44])=[CH:29][C:18]=2[C:19]([NH:21][C:22]2[CH:27]=[CH:26][C:25]([Cl:28])=[CH:24][N:23]=2)=[O:20])=[O:15])[CH2:10][CH2:9]1)=[O:7])([CH3:4])([CH3:3])[CH3:2]. (2) Given the reactants [Br:1][C:2]1[CH:6]=[C:5]([C:7]([OH:9])=O)[N:4]([C:10]2[C:15]([Cl:16])=[CH:14][CH:13]=[CH:12][N:11]=2)[N:3]=1.[NH2:17][C:18]1[C:27]([CH3:28])=[CH:26][C:25]([C:29]#[N:30])=[CH:24][C:19]=1[C:20]([NH:22][CH3:23])=[O:21].N1C=CC=C(C)C=1.CS(Cl)(=O)=O, predict the reaction product. The product is: [Br:1][C:2]1[CH:6]=[C:5]([C:7]([NH:17][C:18]2[C:19]([C:20]([NH:22][CH3:23])=[O:21])=[CH:24][C:25]([C:29]#[N:30])=[CH:26][C:27]=2[CH3:28])=[O:9])[N:4]([C:10]2[C:15]([Cl:16])=[CH:14][CH:13]=[CH:12][N:11]=2)[N:3]=1. (3) Given the reactants [C:1]([C:4]1[C:9]([NH:10][C:11]([C:13]2[S:14][CH2:15][CH:16]([C:18]([F:21])([F:20])[F:19])[N:17]=2)=O)=[C:8]([CH3:22])[C:7]([O:23][CH3:24])=[CH:6][CH:5]=1)(=[O:3])[CH3:2].CC(C)([O-])C.[K+], predict the reaction product. The product is: [CH3:24][O:23][C:7]1[C:8]([CH3:22])=[C:9]2[C:4]([C:1]([OH:3])=[CH:2][C:11]([C:13]3[S:14][CH:15]=[C:16]([C:18]([F:21])([F:20])[F:19])[N:17]=3)=[N:10]2)=[CH:5][CH:6]=1. (4) Given the reactants C1(C(C2C=CC=CC=2)(C2C=CC=CC=2)[N:8]2[CH2:13][CH2:12][CH2:11][N:10]3[N:14]=[CH:15][C:16]([CH2:17][NH2:18])=[C:9]23)C=CC=CC=1.[CH:31](OCC)=[O:32], predict the reaction product. The product is: [N:14]1[N:10]2[CH2:11][CH2:12][CH2:13][NH:8][C:9]2=[C:16]([CH2:17][NH:18][CH:31]=[O:32])[CH:15]=1.